This data is from Reaction yield outcomes from USPTO patents with 853,638 reactions. The task is: Predict the reaction yield, written as a fraction of the theoretical maximum amount of product (1.0 means a 100% yield; for example, 0.34 means a 34% yield). (1) The reactants are [CH3:1][O:2][CH2:3][C@H:4]([CH3:24])[O:5][C:6]1[CH:7]=[C:8]([OH:23])[CH:9]=[C:10]([C:12]2[NH:13][C:14]([C:17]3[O:18][C@@H:19]([CH3:22])[CH2:20][N:21]=3)=[CH:15][CH:16]=2)[CH:11]=1.F[C:26]1[CH:31]=[CH:30][C:29]([S:32]([N:35]2[CH2:40][CH2:39][N:38]([CH3:41])[CH2:37][CH2:36]2)(=[O:34])=[O:33])=[CH:28][CH:27]=1.C(=O)([O-])[O-].[K+].[K+].O. The catalyst is CN(C)C=O. The product is [CH3:1][O:2][CH2:3][C@H:4]([CH3:24])[O:5][C:6]1[CH:7]=[C:8]([CH:9]=[C:10]([C:12]2[NH:13][C:14]([C:17]3[O:18][C@@H:19]([CH3:22])[CH2:20][N:21]=3)=[CH:15][CH:16]=2)[CH:11]=1)[O:23][C:26]1[CH:31]=[CH:30][C:29]([S:32]([N:35]2[CH2:40][CH2:39][N:38]([CH3:41])[CH2:37][CH2:36]2)(=[O:33])=[O:34])=[CH:28][CH:27]=1. The yield is 0.350. (2) The reactants are [Br:1][C:2]1[CH:7]=[CH:6][C:5]([CH:8]([C:14]2[CH:19]=[CH:18][C:17]([Br:20])=[CH:16][CH:15]=2)[S:9][CH2:10][C:11]([OH:13])=O)=[CH:4][CH:3]=1.[CH2:21]([NH2:24])[CH2:22][CH3:23]. No catalyst specified. The product is [Br:20][C:17]1[CH:18]=[CH:19][C:14]([CH:8]([C:5]2[CH:4]=[CH:3][C:2]([Br:1])=[CH:7][CH:6]=2)[S:9][CH2:10][C:11]([NH:24][CH2:21][CH2:22][CH3:23])=[O:13])=[CH:15][CH:16]=1. The yield is 0.800. (3) The reactants are [CH:1]1([CH2:4][N:5]2[C:10]3[CH:11]=[N:12][C:13]([C:15]([O:17]C)=[O:16])=[CH:14][C:9]=3[C:8](=[O:19])[N:7]([CH2:20][CH:21]3[CH2:23][CH2:22]3)[C:6]2=[O:24])[CH2:3][CH2:2]1.O.[OH-].[Li+].C(O)(=O)CC(CC(O)=O)(C(O)=O)O. The catalyst is C1COCC1.O. The product is [CH:1]1([CH2:4][N:5]2[C:10]3[CH:11]=[N:12][C:13]([C:15]([OH:17])=[O:16])=[CH:14][C:9]=3[C:8](=[O:19])[N:7]([CH2:20][CH:21]3[CH2:23][CH2:22]3)[C:6]2=[O:24])[CH2:2][CH2:3]1. The yield is 0.870. (4) The reactants are [CH3:1][C:2]1[CH:9]=[CH:8][C:5]([CH2:6][NH2:7])=[CH:4][CH:3]=1.C(N(CC)CC)C.[CH3:17][C:18]1[CH:26]=[CH:25][CH:24]=[CH:23][C:19]=1[C:20](Cl)=[O:21]. The catalyst is C(Cl)Cl. The product is [CH3:17][C:18]1[CH:26]=[CH:25][CH:24]=[CH:23][C:19]=1[C:20]([NH:7][CH2:6][C:5]1[CH:8]=[CH:9][C:2]([CH3:1])=[CH:3][CH:4]=1)=[O:21]. The yield is 0.850. (5) The reactants are C(O)(=[O:3])C.C([O-])(=O)C.[Na+].[Br:10][C:11]1[CH:12]=[C:13]([CH2:29][C:30]([OH:32])=[O:31])[CH:14]=[C:15]([Br:28])[C:16]=1[O:17][C:18]1[N:19]=[N:20][C:21](Cl)=[C:22]([CH:24]([CH3:26])[CH3:25])[CH:23]=1. The catalyst is C1(C)C=CC=CC=1. The product is [Br:10][C:11]1[CH:12]=[C:13]([CH2:29][C:30]([OH:32])=[O:31])[CH:14]=[C:15]([Br:28])[C:16]=1[O:17][C:18]1[CH:23]=[C:22]([CH:24]([CH3:26])[CH3:25])[C:21](=[O:3])[NH:20][N:19]=1. The yield is 0.730. (6) The reactants are [BH4-].[Na+].[C:3]1([S:9]([N:12]2[C:20]3[C:15](=[CH:16][C:17]([C:21](=O)[CH3:22])=[CH:18][CH:19]=3)[CH2:14][CH2:13]2)(=[O:11])=[O:10])[CH:8]=[CH:7][CH:6]=[CH:5][CH:4]=1.[OH-].[Na+]. The catalyst is C(O)(C(F)(F)F)=O.O. The product is [C:3]1([S:9]([N:12]2[C:20]3[C:15](=[CH:16][C:17]([CH2:21][CH3:22])=[CH:18][CH:19]=3)[CH2:14][CH2:13]2)(=[O:11])=[O:10])[CH:4]=[CH:5][CH:6]=[CH:7][CH:8]=1. The yield is 0.430.